Dataset: Catalyst prediction with 721,799 reactions and 888 catalyst types from USPTO. Task: Predict which catalyst facilitates the given reaction. Reactant: [Li+].[CH3:2]C([N-]C(C)C)C.[Br:9][C:10]1[CH:15]=[CH:14][C:13]([CH2:16][C:17]([O:19][CH2:20][CH3:21])=[O:18])=[CH:12][CH:11]=1.IC. Product: [Br:9][C:10]1[CH:11]=[CH:12][C:13]([CH:16]([CH3:2])[C:17]([O:19][CH2:20][CH3:21])=[O:18])=[CH:14][CH:15]=1. The catalyst class is: 1.